From a dataset of Forward reaction prediction with 1.9M reactions from USPTO patents (1976-2016). Predict the product of the given reaction. (1) Given the reactants [C:1]([O:5][C:6]([N:8]1[CH2:13][CH2:12][N:11]([CH:14]([C:18]2[CH:23]=[CH:22][CH:21]=[CH:20][C:19]=2[F:24])[CH2:15][NH:16][CH3:17])[CH2:10][CH2:9]1)=[O:7])([CH3:4])([CH3:3])[CH3:2].[C:25](Cl)(=[O:27])[CH3:26].C(N(CC)CC)C, predict the reaction product. The product is: [C:1]([O:5][C:6]([N:8]1[CH2:13][CH2:12][N:11]([CH:14]([C:18]2[CH:23]=[CH:22][CH:21]=[CH:20][C:19]=2[F:24])[CH2:15][N:16]([C:25](=[O:27])[CH3:26])[CH3:17])[CH2:10][CH2:9]1)=[O:7])([CH3:4])([CH3:2])[CH3:3]. (2) Given the reactants C1N(CCO)CCN(CCS(O)(=O)=O)C1.C1N(CCS(O)(=O)=O)CCOC1.[CH2:28]([OH:39])[C@H:29]([C@H:31]([C@@H:33]([C@@H:35]([CH2:37][OH:38])[OH:36])[OH:34])[OH:32])[OH:30], predict the reaction product. The product is: [OH:38][CH:37]1[O:30][C@@H:29]([CH2:28][OH:39])[C@H:31]([OH:32])[C@H:33]([OH:34])[C@H:35]1[OH:36]. (3) Given the reactants [F:1][C:2]1[CH:3]=[C:4]2[S:8][C:7]([C:9]([F:12])([F:11])[F:10])=[N:6][C:5]2=[C:13]([C:15](OC)=[O:16])[CH:14]=1.[H-].[H-].[H-].[H-].[Li+].[Al+3], predict the reaction product. The product is: [F:1][C:2]1[CH:14]=[C:13]([CH2:15][OH:16])[C:5]2[NH:6][CH:7]([C:9]([F:12])([F:10])[F:11])[S:8][C:4]=2[CH:3]=1. (4) The product is: [C:7]([NH2:6])(=[O:14])[C:8]1[CH:13]=[CH:12][CH:11]=[N:3][CH:9]=1.[C:16]([OH:14])(=[O:4])[C:18]1[CH:23]=[CH:22][CH:21]=[N:20][CH:19]=1. Given the reactants C(#[N:3])C.[OH2:4].C[N:6](C)[C:7](=[O:14])[C:8]1[CH:13]=[CH:12][CH:11]=C[CH:9]=1.[C:16]([C:18]1[CH:19]=[N:20][CH:21]=[CH:22][CH:23]=1)#N, predict the reaction product. (5) Given the reactants C(N(C(C)C)CC)(C)C.[F:10][C:11]1([F:17])[CH2:14][CH:13]([CH:15]=[O:16])[CH2:12]1.[N+:18]([CH3:21])([O-:20])=[O:19], predict the reaction product. The product is: [F:10][C:11]1([F:17])[CH2:14][CH:13]([CH:15]([OH:16])[CH2:21][N+:18]([O-:20])=[O:19])[CH2:12]1. (6) Given the reactants [Cl:1][C:2]1[CH:10]=[CH:9][C:8]([N+:11]([O-:13])=[O:12])=[CH:7][C:3]=1[C:4](O)=[O:5].C(Cl)(=O)C([Cl:17])=O, predict the reaction product. The product is: [Cl:1][C:2]1[CH:10]=[CH:9][C:8]([N+:11]([O-:13])=[O:12])=[CH:7][C:3]=1[C:4]([Cl:17])=[O:5].